The task is: Predict which catalyst facilitates the given reaction.. This data is from Catalyst prediction with 721,799 reactions and 888 catalyst types from USPTO. (1) Reactant: [Br:1]Br.[CH2:3]([O:10][C:11]1[CH:12]=[C:13]2[C:17](=[CH:18][CH:19]=1)[NH:16][CH:15]=[CH:14]2)[C:4]1[CH:9]=[CH:8][CH:7]=[CH:6][CH:5]=1.[OH-].[NH4+].S([O-])([O-])(=O)=S.[Na+].[Na+]. Product: [CH2:3]([O:10][C:11]1[CH:12]=[C:13]2[C:17](=[CH:18][CH:19]=1)[NH:16][CH:15]=[C:14]2[Br:1])[C:4]1[CH:5]=[CH:6][CH:7]=[CH:8][CH:9]=1. The catalyst class is: 9. (2) Reactant: [Cl:1][C:2]1[CH:20]=[CH:19][CH:18]=[CH:17][C:3]=1[C:4]([C:6](=[CH:9]NC1C=CC=CC=1)[C:7]#[N:8])=[O:5].FC(F)(F)C(O)=O.[CH:28]1([NH:31][C:32](=[O:42])[C:33]2[CH:38]=[CH:37][C:36]([CH3:39])=[C:35]([NH:40][NH2:41])[CH:34]=2)[CH2:30][CH2:29]1.C(N(CC)CC)C. Product: [NH2:8][C:7]1[N:40]([C:35]2[CH:34]=[C:33]([CH:38]=[CH:37][C:36]=2[CH3:39])[C:32]([NH:31][CH:28]2[CH2:30][CH2:29]2)=[O:42])[N:41]=[CH:9][C:6]=1[C:4](=[O:5])[C:3]1[CH:17]=[CH:18][CH:19]=[CH:20][C:2]=1[Cl:1]. The catalyst class is: 8. (3) Reactant: [F:1][C:2]([F:11])([F:10])[C:3]1[CH:4]=[CH:5][C:6]([NH2:9])=[N:7][CH:8]=1.N1C=CC=CC=1.Cl[C:19]([O:21][CH2:22][C:23]([Cl:26])([Cl:25])[Cl:24])=[O:20]. Product: [F:11][C:2]([F:1])([F:10])[C:3]1[CH:4]=[CH:5][C:6]([NH:9][C:19](=[O:20])[O:21][CH2:22][C:23]([Cl:26])([Cl:25])[Cl:24])=[N:7][CH:8]=1. The catalyst class is: 2. (4) Reactant: [N+:1]([C:4]1[CH:12]=[CH:11][C:7]([C:8](O)=[O:9])=[CH:6][CH:5]=1)([O-:3])=[O:2].[CH3:13][N:14](C=O)[CH3:15].C1C=CC2N(O)N=NC=2C=1.CCN=C=NCCCN(C)C.Cl.CCN(C(C)C)C(C)C. Product: [CH3:13][N:14]([CH3:15])[C:8](=[O:9])[C:7]1[CH:11]=[CH:12][C:4]([N+:1]([O-:3])=[O:2])=[CH:5][CH:6]=1. The catalyst class is: 6.